Dataset: Blood-brain barrier permeability classification from the B3DB database. Task: Regression/Classification. Given a drug SMILES string, predict its absorption, distribution, metabolism, or excretion properties. Task type varies by dataset: regression for continuous measurements (e.g., permeability, clearance, half-life) or binary classification for categorical outcomes (e.g., BBB penetration, CYP inhibition). Dataset: b3db_classification. (1) The compound is CN(C)CC(O)C(c1ccccc1)c1cccc(Cl)c1. The result is 1 (penetrates BBB). (2) The molecule is CN(c1nc2ccccc2s1)C1CCN(C[C@@H](O)COc2ccc(F)cc2)CC1. The result is 1 (penetrates BBB). (3) The molecule is Cn1nnnc1SCC1=C(C(=O)O)N2C(=O)[C@@H](NC(=O)CS/C=C\C#N)[C@H]2SC1. The result is 0 (does not penetrate BBB).